The task is: Predict the reactants needed to synthesize the given product.. This data is from Full USPTO retrosynthesis dataset with 1.9M reactions from patents (1976-2016). (1) Given the product [CH3:27][C:19]1[N:18]=[C:17]([O:1][CH:2]2[CH2:3][CH2:4][N:5]([C:8]([O:10][CH2:11][CH:12]=[CH2:13])=[O:9])[CH2:6][CH2:7]2)[C:26]2[C:21](=[CH:22][CH:23]=[CH:24][CH:25]=2)[N:20]=1, predict the reactants needed to synthesize it. The reactants are: [OH:1][CH:2]1[CH2:7][CH2:6][N:5]([C:8]([O:10][CH2:11][CH:12]=[CH2:13])=[O:9])[CH2:4][CH2:3]1.[H-].[Na+].Cl[C:17]1[C:26]2[C:21](=[CH:22][CH:23]=[CH:24][CH:25]=2)[N:20]=[C:19]([CH3:27])[N:18]=1. (2) Given the product [Cl:21][C:19]1[CH:20]=[C:15]([NH:14][S:10]([CH2:9][C:4]2[CH:3]=[C:2]([Cl:1])[CH:7]=[C:6]([Cl:8])[CH:5]=2)(=[O:12])=[O:11])[C:16]([OH:23])=[N:17][C:18]=1[Cl:22], predict the reactants needed to synthesize it. The reactants are: [Cl:1][C:2]1[CH:3]=[C:4]([CH2:9][S:10](Cl)(=[O:12])=[O:11])[CH:5]=[C:6]([Cl:8])[CH:7]=1.[NH2:14][C:15]1[C:16]([O:23]C)=[N:17][C:18]([Cl:22])=[C:19]([Cl:21])[CH:20]=1.